The task is: Binary Classification. Given a T-cell receptor sequence (or CDR3 region) and an epitope sequence, predict whether binding occurs between them.. This data is from TCR-epitope binding with 47,182 pairs between 192 epitopes and 23,139 TCRs. (1) The epitope is FLNGSCGSV. The TCR CDR3 sequence is CASSFSGSSSYNEQFF. Result: 0 (the TCR does not bind to the epitope). (2) The epitope is YLNTLTLAV. The TCR CDR3 sequence is CASSIGGFSYQETQYF. Result: 0 (the TCR does not bind to the epitope). (3) The epitope is VLWAHGFEL. The TCR CDR3 sequence is CASSSGLAGGAKNIQYF. Result: 0 (the TCR does not bind to the epitope). (4) The epitope is YIFFASFYY. The TCR CDR3 sequence is CSVVTGVKNTGELFF. Result: 1 (the TCR binds to the epitope). (5) The epitope is ILHCANFNV. The TCR CDR3 sequence is CASSPPSGSTNEQFF. Result: 0 (the TCR does not bind to the epitope).